Task: Predict the reaction yield, written as a fraction of the theoretical maximum amount of product (1.0 means a 100% yield; for example, 0.34 means a 34% yield).. Dataset: Reaction yield outcomes from USPTO patents with 853,638 reactions (1) The reactants are [C:1]([O:5][C:6](=[O:27])[CH2:7][CH2:8][C:9]1[CH:14]=[CH:13][C:12]([OH:15])=[C:11](COC(=O)N)[C:10]=1[CH:21]1CCCCC1)([CH3:4])([CH3:3])[CH3:2].[CH3:28][C:29]1[O:33][C:32]([C:34]2[CH:39]=[CH:38][CH:37]=[CH:36][CH:35]=2)=[N:31][C:30]=1[CH2:40][CH2:41]OS(C1C=CC(C)=CC=1)(=O)=O.[C:53](=[O:56])([O-])[O-:54].[Cs+].[Cs+].C[N:60]([CH:62]=O)C. No catalyst specified. The product is [C:1]([O:5][C:6](=[O:27])[CH2:7][CH2:8][C:9]1[CH:14]=[CH:13][C:12]([O:15][CH2:41][CH2:40][C:30]2[N:31]=[C:32]([C:34]3[CH:35]=[CH:36][CH:37]=[CH:38][CH:39]=3)[O:33][C:29]=2[CH3:28])=[CH:11][C:10]=1[CH2:21][O:54][C:53](=[O:56])[NH:60][CH:62]1[CH2:10][CH2:9][CH2:8][CH2:7][CH2:6]1)([CH3:2])([CH3:3])[CH3:4]. The yield is 0.570. (2) The reactants are C(=O)([O-])[O-].[K+].[K+].[F:7][C:8]1[C:16]([N+:17]([O-:19])=[O:18])=[CH:15][CH:14]=[C:13]2[C:9]=1[CH2:10][CH2:11][NH:12]2.[CH2:20](Br)[CH3:21]. The catalyst is CC(C)=O. The product is [CH2:20]([N:12]1[C:13]2[C:9](=[C:8]([F:7])[C:16]([N+:17]([O-:19])=[O:18])=[CH:15][CH:14]=2)[CH2:10][CH2:11]1)[CH3:21]. The yield is 0.750. (3) The reactants are [CH3:1][O:2][C:3]1[CH:11]=[C:10]([NH2:12])[C:9]([N+:13]([O-:15])=[O:14])=[CH:8][C:4]=1[C:5]([OH:7])=O.[F:16][C:17]([F:26])([F:25])[C@H:18]1[CH2:23][CH2:22][C@H:21]([NH2:24])[CH2:20][CH2:19]1.CN(C(ON1N=NC2C=CC=CC1=2)=[N+](C)C)C.[B-](F)(F)(F)F.C(Cl)Cl.CCO. The catalyst is CN(C=O)C. The product is [F:16][C:17]([F:25])([F:26])[C@H:18]1[CH2:19][CH2:20][C@H:21]([NH:24][C:5](=[O:7])[C:4]2[CH:8]=[C:9]([N+:13]([O-:15])=[O:14])[C:10]([NH2:12])=[CH:11][C:3]=2[O:2][CH3:1])[CH2:22][CH2:23]1. The yield is 1.00. (4) The reactants are [F:1][C:2]([F:20])([F:19])[CH2:3][N:4]1[C:9](=[O:10])[CH2:8][NH:7][C:6]([C:11]2[CH:16]=[C:15]([Cl:17])[CH:14]=[C:13]([Cl:18])[CH:12]=2)=[N:5]1.C(N(CC)CC)C.[CH3:28][O:29][C:30]([S:32]Cl)=[O:31]. The catalyst is O1CCCC1. The product is [F:20][C:2]([F:1])([F:19])[CH2:3][N:4]1[C:9](=[O:10])[CH2:8][N:7]([S:32][C:30]([O:29][CH3:28])=[O:31])[C:6]([C:11]2[CH:12]=[C:13]([Cl:18])[CH:14]=[C:15]([Cl:17])[CH:16]=2)=[N:5]1. The yield is 0.430. (5) The product is [Br:1][C:2]1[S:6][C:5]([C:7]([O:9][CH3:10])=[O:8])=[CH:4][CH:3]=1. The reactants are [Br:1][C:2]1[S:6][C:5]([C:7]([OH:9])=[O:8])=[CH:4][CH:3]=1.[CH3:10][Si](C=[N+]=[N-])(C)C. The catalyst is C(OCC)(=O)C.CO. The yield is 0.980. (6) The catalyst is C1(C)C=CC=CC=1. The product is [F:1][C:2]1[CH:3]=[C:4]2[C:12](=[CH:13][CH:14]=1)[N:11]([CH2:15][C:16]1[CH:25]=[CH:24][C:19]([C:20]([O:22][CH3:23])=[O:21])=[CH:18][CH:17]=1)[C:10]1[CH2:9][CH2:8][CH:7]([CH2:26][N:28]3[CH2:33][CH2:32][NH:31][CH2:30][CH2:29]3)[C:6](=[O:27])[C:5]2=1. The reactants are [F:1][C:2]1[CH:3]=[C:4]2[C:12](=[CH:13][CH:14]=1)[N:11]([CH2:15][C:16]1[CH:25]=[CH:24][C:19]([C:20]([O:22][CH3:23])=[O:21])=[CH:18][CH:17]=1)[C:10]1[CH2:9][CH2:8][C:7](=[CH2:26])[C:6](=[O:27])[C:5]2=1.[NH:28]1[CH2:33][CH2:32][NH:31][CH2:30][CH2:29]1. The yield is 0.490. (7) The reactants are [C:1]([C:5]1[CH:6]=[C:7]([NH:37][C:38]([O:40][CH3:41])=[O:39])[C:8]([O:35][CH3:36])=[C:9]([NH:11][C:12](=[O:34])[NH:13][C:14]2[C:23]3[C:18](=[CH:19][CH:20]=[CH:21][CH:22]=3)[C:17]([O:24][C:25]3[CH:30]=[CH:29][N:28]=[C:27](C(O)=O)[CH:26]=3)=[CH:16][CH:15]=2)[CH:10]=1)([CH3:4])([CH3:3])[CH3:2].Cl.CN(C)CCCN=C=NCC.C(N(CC)CC)C.CNC.[CH3:64][N:65]([CH:67]=[O:68])[CH3:66]. The catalyst is O. The product is [CH3:41][O:40][C:38](=[O:39])[NH:37][C:7]1[CH:6]=[C:5]([C:1]([CH3:4])([CH3:3])[CH3:2])[CH:10]=[C:9]([NH:11][C:12]([NH:13][C:14]2[C:23]3[C:18](=[CH:19][CH:20]=[CH:21][CH:22]=3)[C:17]([O:24][C:25]3[CH:30]=[CH:29][N:28]=[C:27]([C:67](=[O:68])[N:65]([CH3:66])[CH3:64])[CH:26]=3)=[CH:16][CH:15]=2)=[O:34])[C:8]=1[O:35][CH3:36]. The yield is 0.770. (8) The reactants are [Br:1]N1C(=O)CCC1=O.[CH:9]1[C:18]2[C:13](=[CH:14][CH:15]=[CH:16][CH:17]=2)[CH:12]=[CH:11][N:10]=1.[N+:19]([O-:22])([O-])=[O:20].[K+].N. The catalyst is OS(O)(=O)=O. The product is [Br:1][C:14]1[CH:15]=[CH:16][C:17]([N+:19]([O-:22])=[O:20])=[C:18]2[C:13]=1[CH:12]=[CH:11][N:10]=[CH:9]2. The yield is 0.430.